From a dataset of Full USPTO retrosynthesis dataset with 1.9M reactions from patents (1976-2016). Predict the reactants needed to synthesize the given product. (1) Given the product [CH2:22]([NH:29][CH:16]1[CH2:17][CH:12]2[C:11](=[O:19])[N:10]([C:7]3[CH:8]=[CH:9][C:4]([O:3][C:2]([F:1])([F:21])[F:20])=[CH:5][CH:6]=3)[CH2:14][CH:13]2[CH2:15]1)[C:23]1[CH:28]=[CH:27][CH:26]=[CH:25][CH:24]=1, predict the reactants needed to synthesize it. The reactants are: [F:1][C:2]([F:21])([F:20])[O:3][C:4]1[CH:9]=[CH:8][C:7]([N:10]2[CH2:14][CH:13]3[CH2:15][C:16](=O)[CH2:17][CH:12]3[C:11]2=[O:19])=[CH:6][CH:5]=1.[CH2:22]([NH2:29])[C:23]1[CH:28]=[CH:27][CH:26]=[CH:25][CH:24]=1.[BH-](OC(C)=O)(OC(C)=O)OC(C)=O.[Na+]. (2) Given the product [OH:4][CH:1]([C:5]1[N:9]2[CH:10]=[C:11](/[CH:14]=[C:15]3/[C:16](=[O:21])[NH:17][C:18](=[O:20])[S:19]/3)[CH:12]=[CH:13][C:8]2=[N:7][CH:6]=1)[CH2:2][CH3:3].[OH:4][CH:1]([C:5]1[N:9]2[CH:10]=[C:11]([CH:14]=[C:15]3[S:19][C:18](=[O:20])[NH:17][C:16]3=[O:21])[CH:12]=[CH:13][C:8]2=[N:7][CH:6]=1)[CH2:2][CH3:3], predict the reactants needed to synthesize it. The reactants are: [C:1]([C:5]1[N:9]2[CH:10]=[C:11](/[CH:14]=[C:15]3/[C:16](=[O:21])[NH:17][C:18](=[O:20])[S:19]/3)[CH:12]=[CH:13][C:8]2=[N:7][CH:6]=1)(=[O:4])[CH2:2][CH3:3].[OH-].[Na+].[BH4-].[Na+].Cl. (3) Given the product [F:22][C:19]([F:20])([F:21])[C:16]1[CH:15]=[CH:14][C:13]([C:4]2[CH:3]=[CH:2][C:7]([NH:8][S:9]([CH3:12])(=[O:10])=[O:11])=[CH:6][CH:5]=2)=[CH:18][CH:17]=1, predict the reactants needed to synthesize it. The reactants are: Cl[C:2]1[CH:3]=[C:4]([C:13]2[CH:18]=[CH:17][C:16]([C:19]([F:22])([F:21])[F:20])=[CH:15][CH:14]=2)[CH:5]=[CH:6][C:7]=1[NH:8][S:9]([CH3:12])(=[O:11])=[O:10].ClC1C=C(C2C=CC(C(F)(F)F)=CC=2)C=CC=1N. (4) Given the product [Cl:31][C:2]1[CH:7]=[C:6]([CH2:8][N:41]2[C:42]([O:57][C:58]3[CH:63]=[C:62]([CH3:64])[CH:61]=[C:60]([CH:65]4[O:69][CH2:68][CH2:67][O:66]4)[CH:59]=3)=[C:43]([CH:54]([CH3:56])[CH3:55])[C:44](=[O:46])[NH:45][C:40]2=[O:39])[CH:5]=[C:4]([NH:10][CH2:11][C:12]2[CH:17]=[CH:16][C:15]([O:18][CH3:19])=[CH:14][CH:13]=2)[N:3]=1, predict the reactants needed to synthesize it. The reactants are: F[C:2]1[CH:7]=[C:6]([CH2:8]O)[CH:5]=[C:4]([NH:10][CH2:11][C:12]2[CH:17]=[CH:16][C:15]([O:18][CH3:19])=[CH:14][CH:13]=2)[N:3]=1.C(N(CC)CC)C.CS([Cl:31])(=O)=O.C([O:39][C:40]1[N:45]=[C:44]([O:46]CC2C=CC=CC=2)[C:43]([CH:54]([CH3:56])[CH3:55])=[C:42]([O:57][C:58]2[CH:63]=[C:62]([CH3:64])[CH:61]=[C:60]([CH:65]3[O:69][CH2:68][CH2:67][O:66]3)[CH:59]=2)[N:41]=1)C1C=CC=CC=1.C(=O)([O-])[O-].[K+].[K+].[I-].[Li+]. (5) Given the product [CH3:15][O:20][C:17](=[O:19])[NH:18][CH2:4][CH2:5][CH2:6][Si:7]([O:12][CH3:13])([O:8][CH3:9])[O:10][CH3:11], predict the reactants needed to synthesize it. The reactants are: N([CH2:4][CH2:5][CH2:6][Si:7]([O:12][CH3:13])([O:10][CH3:11])[O:8][CH3:9])=C=O.[N-]=[C:15]=O.[C:17](=[O:20])([O-:19])[NH2:18]. (6) Given the product [CH2:1]([C:3]1[CH:8]=[C:7]([CH3:9])[CH:6]=[C:5]([CH2:10][CH3:11])[C:4]=1[C:12](=[O:18])[C:13]([N:15]([CH3:17])[N:16]=[CH:21][CH2:22][CH3:23])=[O:14])[CH3:2], predict the reactants needed to synthesize it. The reactants are: [CH2:1]([C:3]1[CH:8]=[C:7]([CH3:9])[CH:6]=[C:5]([CH2:10][CH3:11])[C:4]=1[C:12](=[O:18])[C:13]([N:15]([CH3:17])[NH2:16])=[O:14])[CH3:2].CO.[CH:21](=O)[CH2:22][CH3:23]. (7) Given the product [CH2:12]([C:14]1[C:15](=[O:16])[CH2:4][CH2:5][CH:6]([CH2:7][CH3:8])[CH:17]=1)[CH3:13], predict the reactants needed to synthesize it. The reactants are: C(O[C:4](=O)[CH2:5][C:6](=O)[CH2:7][CH2:8]C)C.[CH2:12]([C:14](=[CH2:17])[CH:15]=[O:16])[CH3:13]. (8) Given the product [N:14]1[CH:15]=[CH:16][CH:17]=[CH:18][C:13]=1[O:12][CH2:11][C:10]1[CH:19]=[CH:20][C:7]([C:21]([OH:23])=[O:22])=[CH:8][CH:9]=1, predict the reactants needed to synthesize it. The reactants are: C([Li])CCC.Br[C:7]1[CH:20]=[CH:19][C:10]([CH2:11][O:12][C:13]2[CH:18]=[CH:17][CH:16]=[CH:15][N:14]=2)=[CH:9][CH:8]=1.[C:21](=[O:23])=[O:22]. (9) Given the product [O:1]([C:8]1[CH:13]=[CH:12][C:11]([C:14]2[C:22]3[C:17](=[N:18][CH:19]=[N:20][C:21]=3[NH2:23])[N:16]([CH:30]3[CH2:35][CH2:34][O:33][CH2:32][CH2:31]3)[N:15]=2)=[CH:10][CH:9]=1)[C:2]1[CH:7]=[CH:6][CH:5]=[CH:4][CH:3]=1, predict the reactants needed to synthesize it. The reactants are: [O:1]([C:8]1[CH:13]=[CH:12][C:11]([C:14]2[C:22]3[C:17](=[N:18][CH:19]=[N:20][C:21]=3[NH2:23])[NH:16][N:15]=2)=[CH:10][CH:9]=1)[C:2]1[CH:7]=[CH:6][CH:5]=[CH:4][CH:3]=1.[H-].[Na+].S(C1C=CC(C)=CC=1)(O[CH:30]1[CH2:35][CH2:34][O:33][CH2:32][CH2:31]1)(=O)=O. (10) Given the product [N:1]1([CH2:8][CH2:9][O:10][C:11]2[CH:12]=[CH:13][C:14]([C:15]([C:17]3[C:26]4[C:21](=[CH:22][C:23]([O:27][CH3:28])=[CH:24][CH:25]=4)[CH:20]=[CH:19][C:18]=3[C:40]3[C:41]([F:48])=[CH:42][CH:43]=[C:44]([F:47])[C:45]=3[F:46])=[O:16])=[CH:37][CH:38]=2)[CH2:7][CH2:6][CH2:5][CH2:4][CH2:3][CH2:2]1, predict the reactants needed to synthesize it. The reactants are: [N:1]1([CH2:8][CH2:9][O:10][C:11]2[CH:38]=[CH:37][C:14]([C:15]([C:17]3[C:26]4[C:21](=[CH:22][C:23]([O:27][CH3:28])=[CH:24][CH:25]=4)[CH:20]=[CH:19][C:18]=3OS(C(F)(F)F)(=O)=O)=[O:16])=[CH:13][CH:12]=2)[CH2:7][CH2:6][CH2:5][CH2:4][CH2:3][CH2:2]1.Br[C:40]1[C:45]([F:46])=[C:44]([F:47])[CH:43]=[CH:42][C:41]=1[F:48].OC1C=C2C(=CC=1)C(C(C1C=CC(OCCN3CCCCC3)=CC=1)=O)=C(C1C=C(F)C=C(F)C=1F)C=C2.